This data is from NCI-60 drug combinations with 297,098 pairs across 59 cell lines. The task is: Regression. Given two drug SMILES strings and cell line genomic features, predict the synergy score measuring deviation from expected non-interaction effect. (1) Drug 1: C1CCC(CC1)NC(=O)N(CCCl)N=O. Drug 2: CC1CCC2CC(C(=CC=CC=CC(CC(C(=O)C(C(C(=CC(C(=O)CC(OC(=O)C3CCCCN3C(=O)C(=O)C1(O2)O)C(C)CC4CCC(C(C4)OC)O)C)C)O)OC)C)C)C)OC. Cell line: T-47D. Synergy scores: CSS=7.67, Synergy_ZIP=-9.12, Synergy_Bliss=-6.39, Synergy_Loewe=-8.28, Synergy_HSA=-3.27. (2) Drug 1: C1=CC(=C(C=C1I)F)NC2=C(C=CC(=C2F)F)C(=O)NOCC(CO)O. Drug 2: CCC1=C2CN3C(=CC4=C(C3=O)COC(=O)C4(CC)O)C2=NC5=C1C=C(C=C5)O. Cell line: T-47D. Synergy scores: CSS=25.2, Synergy_ZIP=2.94, Synergy_Bliss=5.65, Synergy_Loewe=-5.98, Synergy_HSA=6.65. (3) Drug 1: CCC1(CC2CC(C3=C(CCN(C2)C1)C4=CC=CC=C4N3)(C5=C(C=C6C(=C5)C78CCN9C7C(C=CC9)(C(C(C8N6C=O)(C(=O)OC)O)OC(=O)C)CC)OC)C(=O)OC)O.OS(=O)(=O)O. Drug 2: CC1=C(C=C(C=C1)C(=O)NC2=CC(=CC(=C2)C(F)(F)F)N3C=C(N=C3)C)NC4=NC=CC(=N4)C5=CN=CC=C5. Cell line: HT29. Synergy scores: CSS=0.999, Synergy_ZIP=3.46, Synergy_Bliss=7.69, Synergy_Loewe=4.05, Synergy_HSA=3.10. (4) Drug 1: CC1=C(C=C(C=C1)C(=O)NC2=CC(=CC(=C2)C(F)(F)F)N3C=C(N=C3)C)NC4=NC=CC(=N4)C5=CN=CC=C5. Drug 2: CC1=C(C(=O)C2=C(C1=O)N3CC4C(C3(C2COC(=O)N)OC)N4)N. Cell line: COLO 205. Synergy scores: CSS=21.5, Synergy_ZIP=-4.78, Synergy_Bliss=-9.21, Synergy_Loewe=-3.94, Synergy_HSA=-4.83. (5) Drug 1: C1CCC(C1)C(CC#N)N2C=C(C=N2)C3=C4C=CNC4=NC=N3. Drug 2: C1=CC=C(C(=C1)C(C2=CC=C(C=C2)Cl)C(Cl)Cl)Cl. Cell line: A498. Synergy scores: CSS=10.4, Synergy_ZIP=0.250, Synergy_Bliss=7.22, Synergy_Loewe=6.08, Synergy_HSA=6.40. (6) Drug 1: C1=CC(=CC=C1CCC2=CNC3=C2C(=O)NC(=N3)N)C(=O)NC(CCC(=O)O)C(=O)O. Drug 2: C1=CC(=CC=C1CCCC(=O)O)N(CCCl)CCCl. Cell line: UACC62. Synergy scores: CSS=19.1, Synergy_ZIP=-8.05, Synergy_Bliss=-2.80, Synergy_Loewe=0.817, Synergy_HSA=1.40. (7) Drug 1: CC1=C2C(C(=O)C3(C(CC4C(C3C(C(C2(C)C)(CC1OC(=O)C(C(C5=CC=CC=C5)NC(=O)C6=CC=CC=C6)O)O)OC(=O)C7=CC=CC=C7)(CO4)OC(=O)C)O)C)OC(=O)C. Drug 2: CS(=O)(=O)CCNCC1=CC=C(O1)C2=CC3=C(C=C2)N=CN=C3NC4=CC(=C(C=C4)OCC5=CC(=CC=C5)F)Cl. Cell line: SK-MEL-5. Synergy scores: CSS=44.2, Synergy_ZIP=3.31, Synergy_Bliss=6.07, Synergy_Loewe=5.12, Synergy_HSA=5.23. (8) Drug 1: C1CN1C2=NC(=NC(=N2)N3CC3)N4CC4. Drug 2: C(CCl)NC(=O)N(CCCl)N=O. Cell line: MALME-3M. Synergy scores: CSS=17.2, Synergy_ZIP=-5.60, Synergy_Bliss=-2.21, Synergy_Loewe=-10.5, Synergy_HSA=-0.730. (9) Drug 1: CS(=O)(=O)OCCCCOS(=O)(=O)C. Drug 2: C1CN(P(=O)(OC1)NCCCl)CCCl. Cell line: KM12. Synergy scores: CSS=2.39, Synergy_ZIP=-5.74, Synergy_Bliss=-5.47, Synergy_Loewe=-5.50, Synergy_HSA=-5.50. (10) Drug 1: C1CC(=O)NC(=O)C1N2CC3=C(C2=O)C=CC=C3N. Drug 2: C1=C(C(=O)NC(=O)N1)F. Cell line: MOLT-4. Synergy scores: CSS=19.4, Synergy_ZIP=8.94, Synergy_Bliss=0.991, Synergy_Loewe=-9.48, Synergy_HSA=-1.61.